Dataset: Reaction yield outcomes from USPTO patents with 853,638 reactions. Task: Predict the reaction yield, written as a fraction of the theoretical maximum amount of product (1.0 means a 100% yield; for example, 0.34 means a 34% yield). (1) The reactants are [C:1]([O:5][C:6](=[O:19])[NH:7][C:8]1[CH:13]=[C:12]([O:14][CH3:15])[C:11]([CH3:16])=[C:10]([O:17][CH3:18])[CH:9]=1)([CH3:4])([CH3:3])[CH3:2].C1C(=O)N([Br:27])C(=O)C1. The catalyst is C(Cl)(Cl)(Cl)Cl.CC(N=NC(C#N)(C)C)(C#N)C. The product is [C:1]([O:5][C:6](=[O:19])[NH:7][C:8]1[CH:13]=[C:12]([O:14][CH3:15])[C:11]([CH3:16])=[C:10]([O:17][CH3:18])[C:9]=1[Br:27])([CH3:4])([CH3:3])[CH3:2]. The yield is 0.940. (2) The reactants are C([O:5][C:6]([C:8]1[S:9][CH:10]=[C:11]([CH3:13])[CH:12]=1)=[O:7])(C)(C)C. The catalyst is [OH-].[K+].CO. The product is [CH3:13][C:11]1[CH:12]=[C:8]([C:6]([OH:7])=[O:5])[S:9][CH:10]=1. The yield is 0.930. (3) The reactants are [Cl-].O[NH3+:3].[C:4](=[O:7])([O-])[OH:5].[Na+].CS(C)=O.[CH2:13]([C:17]1[N:18]=[C:19]([CH3:49])[N:20]([C:39]2[CH:40]=[CH:41][C:42]3[O:46][CH:45]([CH3:47])[CH2:44][C:43]=3[CH:48]=2)[C:21](=[O:38])[C:22]=1[CH2:23][C:24]1[CH:29]=[CH:28][C:27]([C:30]2[C:31]([C:36]#[N:37])=[CH:32][CH:33]=[CH:34][CH:35]=2)=[CH:26][CH:25]=1)[CH2:14][CH2:15][CH3:16]. The catalyst is O.C(OCC)(=O)C. The product is [CH2:13]([C:17]1[N:18]=[C:19]([CH3:49])[N:20]([C:39]2[CH:40]=[CH:41][C:42]3[O:46][CH:45]([CH3:47])[CH2:44][C:43]=3[CH:48]=2)[C:21](=[O:38])[C:22]=1[CH2:23][C:24]1[CH:25]=[CH:26][C:27]([C:30]2[CH:35]=[CH:34][CH:33]=[CH:32][C:31]=2[C:36]2[NH:3][C:4](=[O:7])[O:5][N:37]=2)=[CH:28][CH:29]=1)[CH2:14][CH2:15][CH3:16]. The yield is 0.730.